Task: Predict which catalyst facilitates the given reaction.. Dataset: Catalyst prediction with 721,799 reactions and 888 catalyst types from USPTO (1) Reactant: OC(C)(C)CN1C=CC(NC(=O)[C@@H](N2CC(O[C:22]3[CH:27]=[CH:26][CH:25]=C[C:23]=3[Cl:28])=CC2=O)CC(C)C)=N1.Cl.[CH3:34][N:35](C)[CH2:36]CCN=C=NCC.O[N:46]1C2C=CC=CC=2N=N1.[CH:55]1([CH2:60][C@H:61]([N:71]2[CH2:75][C:74]([O:76][CH3:77])=[CH:73][C:72]2=[O:78])[C:62]([NH:64][C:65]2[S:66]C(F)=[CH:68][N:69]=2)=[O:63])[CH2:59]CC[CH2:56]1. Product: [CH3:34][N:35]([CH3:36])[C:68]1[N:69]=[C:65]([NH:64][C:62](=[O:63])[C@@H:61]([N:71]2[CH2:75][C:74]([O:76][C:77]3[CH:25]=[CH:26][CH:27]=[CH:22][C:23]=3[Cl:28])=[CH:73][C:72]2=[O:78])[CH2:60][CH:55]([CH3:56])[CH3:59])[S:66][N:46]=1. The catalyst class is: 4. (2) Reactant: CC(C)([O-])C.[K+].[I-].C[S+](C)(C)=O.[N+](C1C=C[C:19]([O:22][C:23](=O)[C@@H:24]([NH:39][C:40]([O:42][C:43]([CH3:46])([CH3:45])[CH3:44])=[O:41])[CH2:25][C:26]2[CH:31]=[CH:30][C:29]([N+:32]([O-:34])=[O:33])=[C:28]([O:35][CH2:36][CH2:37][CH3:38])[CH:27]=2)=CC=1)([O-])=O.[Li+].[Br-].CS(O)(=O)=O.[BH4-].[Na+].C(OC(=O)N[C@@H](CC1C=CC([N+]([O-])=O)=C(OCCC)C=1)C(=O)CBr)(C)(C)C. Product: [C:43]([O:42][C:40](=[O:41])[NH:39][C@H:24]([C@H:23]1[CH2:19][O:22]1)[CH2:25][C:26]1[CH:31]=[CH:30][C:29]([N+:32]([O-:34])=[O:33])=[C:28]([O:35][CH2:36][CH2:37][CH3:38])[CH:27]=1)([CH3:44])([CH3:45])[CH3:46]. The catalyst class is: 242. (3) Reactant: [Br:1][C:2]1[CH:21]=[CH:20][C:19]([F:22])=[CH:18][C:3]=1[O:4][CH:5]1[CH2:8][N:7]([C:9]2[N:10]=[CH:11][C:12]([C:15]([OH:17])=O)=[N:13][CH:14]=2)[CH2:6]1.CN(C(ON1N=NC2C=CC=NC1=2)=[N+](C)C)C.F[P-](F)(F)(F)(F)F.C(N(CC)CC)C.Cl.[CH2:55]([O:57][C:58](=[O:61])[CH2:59][NH2:60])[CH3:56].[NH4+].[Cl-]. Product: [Br:1][C:2]1[CH:21]=[CH:20][C:19]([F:22])=[CH:18][C:3]=1[O:4][CH:5]1[CH2:6][N:7]([C:9]2[N:10]=[CH:11][C:12]([C:15]([NH:60][CH2:59][C:58]([O:57][CH2:55][CH3:56])=[O:61])=[O:17])=[N:13][CH:14]=2)[CH2:8]1. The catalyst class is: 3. (4) Reactant: C1COCC1.[CH3:6][N:7]1[C:12]([CH3:13])=[C:11]([CH3:14])[C:10]([C@@H:15]2[CH2:20][CH2:19][N:18]([C:21]([O:23][C:24]([CH3:27])([CH3:26])[CH3:25])=[O:22])[CH2:17][C@H:16]2[C:28]([O:30]CC)=[O:29])=[CH:9][C:8]1=[O:33].[OH-].[Li+]. Product: [CH3:27][C:24]([O:23][C:21]([N:18]1[CH2:19][CH2:20][C@@H:15]([C:10]2[C:11]([CH3:14])=[C:12]([CH3:13])[N:7]([CH3:6])[C:8](=[O:33])[CH:9]=2)[C@H:16]([C:28]([OH:30])=[O:29])[CH2:17]1)=[O:22])([CH3:25])[CH3:26]. The catalyst class is: 5. (5) Product: [Cl:5][C:6]1[CH:11]=[C:10]([Cl:12])[CH:9]=[CH:8][C:7]=1[CH2:13][O:14][C@@H:15]1[C@@H:21]([CH2:22][O:23][CH2:24][C:25]2[CH:30]=[CH:29][C:28]([Cl:31])=[CH:27][C:26]=2[Cl:32])[O:20][C@H:17]([O:18][CH3:19])[C@:16]1([CH2:2][CH3:1])[OH:33]. The catalyst class is: 28. Reactant: [CH3:1][CH2:2][Mg+].[Br-].[Cl:5][C:6]1[CH:11]=[C:10]([Cl:12])[CH:9]=[CH:8][C:7]=1[CH2:13][O:14][C@@H:15]1[C@@H:21]([CH2:22][O:23][CH2:24][C:25]2[CH:30]=[CH:29][C:28]([Cl:31])=[CH:27][C:26]=2[Cl:32])[O:20][C@H:17]([O:18][CH3:19])[C:16]1=[O:33].O. (6) Reactant: Br[CH2:2][C:3]([C:5]1[CH:6]=[C:7]2[C:11](=[CH:12][CH:13]=1)[NH:10][C:9]1[N:14]=[CH:15][CH:16]=[CH:17][C:8]2=1)=O.[NH2:18][C:19]([NH2:21])=[S:20]. Product: [N:14]1[C:9]2[NH:10][C:11]3[C:7]([C:8]=2[CH:17]=[CH:16][CH:15]=1)=[CH:6][C:5]([C:3]1[N:18]=[C:19]([NH2:21])[S:20][CH:2]=1)=[CH:13][CH:12]=3. The catalyst class is: 14. (7) Reactant: [OH:1][C:2]1[CH:3]=[C:4]([CH:9]=[CH:10][C:11]=1[CH:12](O)[C:13]1[CH:18]=[CH:17][C:16]([S:19][CH3:20])=[CH:15][CH:14]=1)[C:5]([O:7][CH3:8])=[O:6].Cl. Product: [OH:1][C:2]1[CH:3]=[C:4]([CH:9]=[CH:10][C:11]=1[CH2:12][C:13]1[CH:14]=[CH:15][C:16]([S:19][CH3:20])=[CH:17][CH:18]=1)[C:5]([O:7][CH3:8])=[O:6]. The catalyst class is: 19.